Task: Predict which catalyst facilitates the given reaction.. Dataset: Catalyst prediction with 721,799 reactions and 888 catalyst types from USPTO (1) Reactant: C(O)(=O)C.[C:5]([O:9][C:10]([NH:12][C@H:13]([C:17]1[CH:22]=[CH:21][C:20]([OH:23])=[CH:19][CH:18]=1)[C:14]([OH:16])=[O:15])=[O:11])([CH3:8])([CH3:7])[CH3:6].[H-].[Na+].Br[CH2:27][CH2:28][O:29][CH:30]1[CH2:35][CH2:34][CH2:33][CH2:32][O:31]1. Product: [C:5]([O:9][C:10]([NH:12][C@H:13]([C:17]1[CH:22]=[CH:21][C:20]([O:23][CH2:27][CH2:28][O:29][CH:30]2[CH2:35][CH2:34][CH2:33][CH2:32][O:31]2)=[CH:19][CH:18]=1)[C:14]([OH:16])=[O:15])=[O:11])([CH3:8])([CH3:6])[CH3:7]. The catalyst class is: 9. (2) Reactant: [Li]CCCC.Br[C:7]1[S:8][CH:9]=[CH:10][N:11]=1.[C:12]([N:19]1[CH2:24][CH2:23][C:22](=[O:25])[CH2:21][CH2:20]1)([O:14][C:15]([CH3:18])([CH3:17])[CH3:16])=[O:13]. Product: [C:15]([O:14][C:12]([N:19]1[CH2:24][CH2:23][C:22]([OH:25])([C:7]2[S:8][CH:9]=[CH:10][N:11]=2)[CH2:21][CH2:20]1)=[O:13])([CH3:18])([CH3:16])[CH3:17]. The catalyst class is: 332. (3) Reactant: [CH3:1][N:2]([CH3:47])[C:3]([NH:5][C:6]1[CH:11]=[CH:10][C:9]([C:12]2[C:16]([C:17]3[CH:22]=[CH:21][N:20]=[C:19]4[NH:23][C:24]([C:26]5[CH:31]=[CH:30][CH:29]=[C:28]([CH2:32][N:33]([CH3:35])[CH3:34])[CH:27]=5)=[CH:25][C:18]=34)=[CH:15][N:14]([CH2:36][CH2:37][N:38](C)[C:39](=O)OC(C)(C)C)[N:13]=2)=[CH:8][CH:7]=1)=[O:4].C(O)(C(F)(F)F)=O. Product: [CH3:34][N:33]([CH2:32][C:28]1[CH:27]=[C:26]([C:24]2[NH:23][C:19]3=[N:20][CH:21]=[CH:22][C:17]([C:16]4[C:12]([C:9]5[CH:8]=[CH:7][C:6]([NH:5][C:3](=[O:4])[N:2]([CH3:47])[CH3:1])=[CH:11][CH:10]=5)=[N:13][N:14]([CH2:36][CH2:37][NH:38][CH3:39])[CH:15]=4)=[C:18]3[CH:25]=2)[CH:31]=[CH:30][CH:29]=1)[CH3:35]. The catalyst class is: 2. (4) Reactant: [Cl:1][C:2]1[C:7]([N:8]2[CH2:13][CH2:12][NH:11][CH2:10][C:9]2=[O:14])=[CH:6][C:5]([C:15]#[N:16])=[CH:4][C:3]=1[NH:17][C:18]1[N:23]=[C:22]([N:24]([CH:34]2[CH2:36][CH2:35]2)CC2C=CC(OC)=CC=2)[C:21]2=[N:37][CH:38]=[C:39]([C:40]#[N:41])[N:20]2[N:19]=1.C(=O)([O-])[O-].[Cs+].[Cs+].Br[CH2:49][CH2:50][O:51][Si](C(C)(C)C)(C)C. Product: [Cl:1][C:2]1[C:7]([N:8]2[CH2:13][CH2:12][N:11]([CH2:49][CH2:50][OH:51])[CH2:10][C:9]2=[O:14])=[CH:6][C:5]([C:15]#[N:16])=[CH:4][C:3]=1[NH:17][C:18]1[N:23]=[C:22]([NH:24][CH:34]2[CH2:35][CH2:36]2)[C:21]2=[N:37][CH:38]=[C:39]([C:40]#[N:41])[N:20]2[N:19]=1. The catalyst class is: 3. (5) Reactant: [Br:1][C:2]1[CH:8]=[C:7]([Cl:9])[C:6]([N:10]2[CH2:15][CH2:14][NH:13][CH2:12][CH2:11]2)=[CH:5][C:3]=1[NH2:4].C(O)(C(F)(F)F)=O.CCN(C(C)C)C(C)C.[C:32](O[C:32]([O:34][C:35]([CH3:38])([CH3:37])[CH3:36])=[O:33])([O:34][C:35]([CH3:38])([CH3:37])[CH3:36])=[O:33]. Product: [NH2:4][C:3]1[C:2]([Br:1])=[CH:8][C:7]([Cl:9])=[C:6]([N:10]2[CH2:11][CH2:12][N:13]([C:32]([O:34][C:35]([CH3:38])([CH3:37])[CH3:36])=[O:33])[CH2:14][CH2:15]2)[CH:5]=1. The catalyst class is: 2.